From a dataset of Reaction yield outcomes from USPTO patents with 853,638 reactions. Predict the reaction yield, written as a fraction of the theoretical maximum amount of product (1.0 means a 100% yield; for example, 0.34 means a 34% yield). (1) The reactants are F[C:2]1[CH:7]=[CH:6][CH:5]=[C:4]([F:8])[C:3]=1[N+:9]([O-:11])=[O:10].[C:12]([NH:19][CH:20]1[CH2:25][CH2:24][NH:23][CH2:22][CH2:21]1)([O:14][C:15]([CH3:18])([CH3:17])[CH3:16])=[O:13]. The catalyst is CCO. The product is [F:8][C:4]1[C:3]([N+:9]([O-:11])=[O:10])=[C:2]([N:23]2[CH2:22][CH2:21][CH:20]([NH:19][C:12](=[O:13])[O:14][C:15]([CH3:17])([CH3:16])[CH3:18])[CH2:25][CH2:24]2)[CH:7]=[CH:6][CH:5]=1. The yield is 0.930. (2) The yield is 0.506. The reactants are [CH2:1]([C:5]1([CH2:39][CH2:40][CH2:41][CH3:42])[NH:11][CH:10]([C:12]2[CH:17]=[CH:16][CH:15]=[CH:14][CH:13]=2)[C:9]2[CH:18]=[C:19]([O:35][CH3:36])[C:20]([CH2:22][NH:23][CH:24]([CH2:30][C:31]([O:33]C)=[O:32])[CH2:25][C:26]([O:28]C)=[O:27])=[CH:21][C:8]=2[S:7](=[O:38])(=[O:37])[CH2:6]1)[CH2:2][CH2:3][CH3:4].[Li+].[OH-]. The product is [CH2:1]([C:5]1([CH2:39][CH2:40][CH2:41][CH3:42])[NH:11][CH:10]([C:12]2[CH:13]=[CH:14][CH:15]=[CH:16][CH:17]=2)[C:9]2[CH:18]=[C:19]([O:35][CH3:36])[C:20]([CH2:22][NH:23][CH:24]([CH2:30][C:31]([OH:33])=[O:32])[CH2:25][C:26]([OH:28])=[O:27])=[CH:21][C:8]=2[S:7](=[O:37])(=[O:38])[CH2:6]1)[CH2:2][CH2:3][CH3:4]. The catalyst is C1COCC1.O. (3) The reactants are [Br:1][C:2]1[CH:10]=[CH:9][C:5]([C:6]([OH:8])=[O:7])=[C:4]([N+:11]([O-:13])=[O:12])[CH:3]=1.[CH2:14]1CCN2C(=NCCC2)CC1.CI.O. The catalyst is CN(C=O)C. The product is [CH3:14][O:7][C:6](=[O:8])[C:5]1[CH:9]=[CH:10][C:2]([Br:1])=[CH:3][C:4]=1[N+:11]([O-:13])=[O:12]. The yield is 0.980. (4) The reactants are ClC1C(C)=C(S(Cl)(=O)=O)C=CC=1.N1C=CC=C[CH:14]=1.COC([C:23]1[NH:24][C:25]2[C:30]([CH:31]=1)=[CH:29][C:28]([NH2:32])=[CH:27][CH:26]=2)=O.[C:33]([O-:36])(O)=[O:34].[Na+]. The catalyst is ClCCl. The product is [CH3:14][O:36][C:33]([C:31]1[C:30]2[C:25](=[CH:26][CH:27]=[C:28]([NH2:32])[CH:29]=2)[NH:24][CH:23]=1)=[O:34]. The yield is 0.650. (5) The reactants are [C:1]1([N:7]2[C:11]([NH:12][C:13](=[O:21])OC3C=CC=CC=3)=[C:10]3[CH2:22][S:23][CH2:24][C:9]3=[N:8]2)[CH:6]=[CH:5][CH:4]=[CH:3][CH:2]=1.[CH:25]1([C:29]2[CH:34]=[CH:33][C:32]([CH2:35][O:36][CH3:37])=[CH:31][C:30]=2[CH2:38][NH2:39])[CH2:28][CH2:27][CH2:26]1.C(N(C(C)C)C(C)C)C. The catalyst is ClCCCl. The product is [CH:25]1([C:29]2[CH:34]=[CH:33][C:32]([CH2:35][O:36][CH3:37])=[CH:31][C:30]=2[CH2:38][NH:39][C:13]([NH:12][C:11]2[N:7]([C:1]3[CH:2]=[CH:3][CH:4]=[CH:5][CH:6]=3)[N:8]=[C:9]3[CH2:24][S:23][CH2:22][C:10]=23)=[O:21])[CH2:26][CH2:27][CH2:28]1. The yield is 0.590. (6) The reactants are C([O:8][C:9]1[CH:38]=[CH:37][C:12]2[NH:13][C:14]([C:19]3[C:20](=[O:36])[N:21]([NH:30][CH2:31][CH2:32][CH:33]([CH3:35])[CH3:34])[C:22]4[C:27]([C:28]=3[OH:29])=[CH:26][CH:25]=[CH:24][CH:23]=4)=[N:15][S:16](=[O:18])(=[O:17])[C:11]=2[CH:10]=1)C1C=CC=CC=1.C([O-])=O.[NH4+]. The catalyst is O1CCCC1.[Pd].[OH-].[OH-].[Pd+2]. The product is [OH:29][C:28]1[C:27]2[C:22](=[CH:23][CH:24]=[CH:25][CH:26]=2)[N:21]([NH:30][CH2:31][CH2:32][CH:33]([CH3:35])[CH3:34])[C:20](=[O:36])[C:19]=1[C:14]1[NH:13][C:12]2[CH:37]=[CH:38][C:9]([OH:8])=[CH:10][C:11]=2[S:16](=[O:17])(=[O:18])[N:15]=1. The yield is 0.800. (7) The reactants are [Br:1][C:2]1[C:3]([OH:10])=[C:4]([C:7]([OH:9])=O)[S:5][CH:6]=1.[F:11][C:12]([F:25])([F:24])[C:13]1[CH:14]=[C:15]([CH:17]=[C:18]([C:20]([F:23])([F:22])[F:21])[CH:19]=1)[NH2:16]. No catalyst specified. The product is [Br:1][C:2]1[C:3]([OH:10])=[C:4]([C:7]([NH:16][C:15]2[CH:17]=[C:18]([C:20]([F:21])([F:22])[F:23])[CH:19]=[C:13]([C:12]([F:11])([F:24])[F:25])[CH:14]=2)=[O:9])[S:5][CH:6]=1. The yield is 0.824. (8) The reactants are [Br:1][C:2]1[N:7]2[CH:8]=[CH:9][N:10]=[C:6]2[C:5]([NH:11][C:12]2[CH:20]=[CH:19][C:15]([C:16]([OH:18])=O)=[CH:14][CH:13]=2)=[N:4][CH:3]=1.[CH2:21]([N:23]([CH2:27][CH3:28])[CH2:24][CH2:25][NH2:26])[CH3:22].CCN(C(C)C)C(C)C.F[P-](F)(F)(F)(F)F.N1(OC(N(C)C)=[N+](C)C)C2N=CC=CC=2N=N1. The catalyst is CN(C=O)C. The product is [Br:1][C:2]1[N:7]2[CH:8]=[CH:9][N:10]=[C:6]2[C:5]([NH:11][C:12]2[CH:13]=[CH:14][C:15]([C:16]([NH:26][CH2:25][CH2:24][N:23]([CH2:27][CH3:28])[CH2:21][CH3:22])=[O:18])=[CH:19][CH:20]=2)=[N:4][CH:3]=1. The yield is 0.690.